Binary Classification. Given a miRNA mature sequence and a target amino acid sequence, predict their likelihood of interaction. From a dataset of Experimentally validated miRNA-target interactions with 360,000+ pairs, plus equal number of negative samples. (1) The miRNA is hsa-miR-3922-5p with sequence UCAAGGCCAGAGGUCCCACAGCA. Result: 0 (no interaction). The protein sequence of the target gene is MEELVVEVRGSNGAFYKAFVKDVHEDSITVAFENNWQPDRQIPFHDVRFPPPVGYNKDINESDEVEVYSRANEKEPCCWWLAKVRMIKGEFYVIEYAACDATYNEIVTIERLRSVNPNKPATKDTFHKIKLDVPEDLRQMCAKEAAHKDFKKAVGAFSVTYDPENYQLVILSINEVTSKRAHMLIDMHFRSLRTKLSLIMRNEEASKQLESSRQLASRFHEQFIVREDLMGLAIGTHGANIQQARKVPGVTAIDLDEDTCTFHIYGEDQDAVKKARSFLEFAEDVIQVPRNLVGKVIGKN.... (2) The miRNA is hsa-miR-3679-5p with sequence UGAGGAUAUGGCAGGGAAGGGGA. The protein sequence of the target gene is MKQESAAPNTPPTSQSPTPSAQFPRNDGDPQALWIFGYGSLVWRPDFAYSDSRVGFVRGYSRRFWQGDTFHRGSDKMPGRVVTLLEDHEGCTWGVAYQVQGEQVSKALKYLNVREAVLGGYDTKEVTFYPQDAPDQPLKALAYVATPQNPGYLGPAPEEAIATQILACRGFSGHNLEYLLRLADFMQLCGPQAQDEHLAAIVDAVGTMLPCFCPTEQALALV. Result: 0 (no interaction). (3) The miRNA is hsa-miR-8064 with sequence AGCACACUGAGCGAGCGGAC. The protein sequence of the target gene is MLSRALLCLALAWAARVGADALEEEDNVLVLKKSNFEEALAAHKYLLVEFYAPWCGHCKALAPEYAKAAAKLKAEGSEIRLAKVDATEESDLAQQYGVRGYPTIKFFKNGDTASPKEYTAGREADDIVNWLKKRTGPAATTLSDTAAAESLVDSSEVTVIGFFKDVESDSAKQFLLAAEAIDDIPFGITSNSGVFSKYQLDKDGVVLFKKFDEGRNNFEGEITKEKLLDFIKHNQLPLVIEFTEQTAPKIFGGEIKTHILLFLPKSVSDYDGKLSSFKRAAEGFKGKILFIFIDSDHTDN.... Result: 0 (no interaction). (4) The miRNA is rno-miR-221-5p with sequence ACCUGGCAUACAAUGUAGAUUUC. The protein sequence of the target gene is MALWGLPGSAVLAASVFVGGAVSSPLVAADNTGSHTLHSRAETTPSSPTNNPGNGHPEYIAYVLVPVFFVMGLLGVLICHLLKKKGYRCTTEAEQEVEEEKVEKIELNDSINENSDTVGQIVQYIMKNEANADILKAMVADNSVGDIESPVTPSTPGSPPVSPGPLSPGATPGKHVCGHHLHTVGGVVERDVCQRCRHKRWHFIKPTNKTKEGRPRRQGEVTVLSVGRFRVTKVEHKSNQKERRSLMSVSGIESVNGDVPATPVKRERSDTE. Result: 0 (no interaction). (5) The miRNA is mmu-miR-672-5p with sequence UGAGGUUGGUGUACUGUGUGUGA. The protein sequence of the target gene is MGKAAALSRGGGCAGRSRGLSSLFTVVPCLSCHTAAPGMNSSAFGSGPASKPQLQPVQAPERELLSKQVCQPISEPASRSEPGSQTTSVPRPSGVGQESELQGLWPGSENGTRSVSIIKASPELAMPSPLQSTVGSLPVTKPESKLVPKTQSFLRQGQAKISVGTPVSGIGVQMVSPPLDSYKGWLLKWTNYLKGYQRRWFVLGNGLLSYYRNQGEMAHTCRATINLASTHFETEDSCGILLCNGARTYHLKASSEVDRQHWITALELAKAKAIRVMKTQSDDSGDDDEEPAAPADNSEL.... Result: 0 (no interaction). (6) The miRNA is hsa-miR-3675-5p with sequence UAUGGGGCUUCUGUAGAGAUUUC. The protein sequence of the target gene is MPHSPLISIPHVWCHPEEEERMHDELLQAVSKGPVMFRDVSIDFSQEEWECLDADQMNLYKEVMLENFSNLVSVGLSNSKPAVISLLEQGKEPWMVDRELTRGLCSDLESMCETKILSLKKRHFSQVIITREDMSTFIQPTFLIPPQKTMSEEKPWECKICGKTFNQNSQFIQHQRIHFGEKHYESKEYGKSFSRGSLVTRHQRIHTGKKPYECKECGKAFSCSSYFSQHQRIHTGEKPYECKECGKAFKYCSNLNDHQRIHTGEKPYECKVCGKAFTKSSQLFLHLRIHTGEKPYECKE.... Result: 0 (no interaction).